Dataset: Full USPTO retrosynthesis dataset with 1.9M reactions from patents (1976-2016). Task: Predict the reactants needed to synthesize the given product. (1) Given the product [O:13]1[CH2:10][CH2:16][CH2:15][CH2:14]1.[C:17]([O:20][CH:21]([CH3:23])[CH3:22])(=[O:19])[CH3:18], predict the reactants needed to synthesize it. The reactants are: C([O-])(=O)C.C(OC)(=O)C.[C:10]([O:13][CH2:14][CH2:15][CH3:16])(=O)C.[C:17]([O:20][CH:21]([CH3:23])[CH3:22])(=[O:19])[CH3:18].CO.C(OC(C)C)(=O)C.ClCCl.C(OC(=O)C)(C)C. (2) Given the product [NH:29]1[CH:33]=[C:32]([C:2]2[CH:3]=[CH:4][C:5]3[O:14][CH2:13][CH2:12][C:11]4[CH:10]=[C:9]([C:15]5[N:19]([C:20]6[CH:25]=[CH:24][C:23]([F:26])=[CH:22][C:21]=6[F:27])[N:18]=[CH:17][N:16]=5)[S:8][C:7]=4[C:6]=3[CH:28]=2)[CH:31]=[N:30]1, predict the reactants needed to synthesize it. The reactants are: Br[C:2]1[CH:3]=[CH:4][C:5]2[O:14][CH2:13][CH2:12][C:11]3[CH:10]=[C:9]([C:15]4[N:19]([C:20]5[CH:25]=[CH:24][C:23]([F:26])=[CH:22][C:21]=5[F:27])[N:18]=[CH:17][N:16]=4)[S:8][C:7]=3[C:6]=2[CH:28]=1.[NH:29]1[CH:33]=[C:32](B2OC(C)(C)C(C)(C)O2)[CH:31]=[N:30]1. (3) Given the product [CH:5]([C:8]1[CH:9]=[C:10]2[C:19]3[N:14]4[C:15](=[CH:21][N:22]=[C:13]4[C:12]4[CH:23]=[C:24]([OH:27])[CH:25]=[CH:26][C:11]2=4)[CH2:16][CH2:17][C:18]=3[CH:20]=1)([CH3:7])[CH3:6], predict the reactants needed to synthesize it. The reactants are: B(Br)(Br)Br.[CH:5]([C:8]1[CH:9]=[C:10]2[C:19]3[N:14]4[C:15](=[CH:21][N:22]=[C:13]4[C:12]4[CH:23]=[C:24]([O:27]C)[CH:25]=[CH:26][C:11]2=4)[CH2:16][CH2:17][C:18]=3[CH:20]=1)([CH3:7])[CH3:6]. (4) Given the product [F:1][C:2]1[CH:7]=[CH:6][C:5]([C@H:8]2[CH2:12][N:11]([S:13]([C:16]3[N:17]=[CH:18][N:19]([CH3:21])[CH:20]=3)(=[O:15])=[O:14])[CH2:10][C@@H:9]2[NH:22][CH:25]([C:27]2[CH:32]=[CH:31][CH:30]=[CH:29][CH:28]=2)[C:24]([F:33])([F:23])[F:34])=[CH:4][CH:3]=1, predict the reactants needed to synthesize it. The reactants are: [F:1][C:2]1[CH:7]=[CH:6][C:5]([C@H:8]2[CH2:12][N:11]([S:13]([C:16]3[N:17]=[CH:18][N:19]([CH3:21])[CH:20]=3)(=[O:15])=[O:14])[CH2:10][C@@H:9]2[NH2:22])=[CH:4][CH:3]=1.[F:23][C:24]([F:34])([F:33])[C:25]([C:27]1[CH:32]=[CH:31][CH:30]=[CH:29][CH:28]=1)=O.C[Al](C)C.B.CSC. (5) Given the product [C:26]([C:25]1[CH:28]=[C:21]([C:19]2[CH:18]=[CH:17][N:16]=[C:15]([NH:14][C:11]3[CH:12]=[CH:13][C:8]([O:7][CH2:6][CH2:5][O:4][CH2:3][CH2:2][NH:1][S:46]([CH3:45])(=[O:48])=[O:47])=[C:9]([O:36][CH3:37])[CH:10]=3)[N:20]=2)[CH:22]=[CH:23][C:24]=1[O:29][CH:30]1[CH2:31][CH2:32][O:33][CH2:34][CH2:35]1)#[N:27], predict the reactants needed to synthesize it. The reactants are: [NH2:1][CH2:2][CH2:3][O:4][CH2:5][CH2:6][O:7][C:8]1[CH:13]=[CH:12][C:11]([NH:14][C:15]2[N:20]=[C:19]([C:21]3[CH:22]=[CH:23][C:24]([O:29][CH:30]4[CH2:35][CH2:34][O:33][CH2:32][CH2:31]4)=[C:25]([CH:28]=3)[C:26]#[N:27])[CH:18]=[CH:17][N:16]=2)=[CH:10][C:9]=1[O:36][CH3:37].CCN(CC)CC.[CH3:45][S:46](Cl)(=[O:48])=[O:47]. (6) Given the product [NH2:8][C@@H:9]([CH2:17][CH2:18][NH:19][C:20]1[S:21][C:22]([CH:25]=[O:26])=[CH:23][N:24]=1)[C:10]([OH:12])=[O:11], predict the reactants needed to synthesize it. The reactants are: C(OC([NH:8][C@@H:9]([CH2:17][CH2:18][NH:19][C:20]1[S:21][C:22]([CH:25]=[O:26])=[CH:23][N:24]=1)[C:10]([O:12]C(C)(C)C)=[O:11])=O)(C)(C)C.FC(F)(F)C(O)=O. (7) Given the product [Cl:1][C:2]1[CH:7]=[CH:6][CH:5]=[CH:4][C:3]=1[C:8]1[C:9]([CH2:23][C:24]([OH:26])=[O:25])=[C:10]([C:13]2[CH:18]=[CH:17][C:16]([O:19][CH2:20][CH2:21][CH3:22])=[CH:15][CH:14]=2)[S:11][CH:12]=1, predict the reactants needed to synthesize it. The reactants are: [Cl:1][C:2]1[CH:7]=[CH:6][CH:5]=[CH:4][C:3]=1[C:8]1[C:9]([CH2:23][C:24]([O:26]C)=[O:25])=[C:10]([C:13]2[CH:18]=[CH:17][C:16]([O:19][CH2:20][CH2:21][CH3:22])=[CH:15][CH:14]=2)[S:11][CH:12]=1.[OH-].[Na+].Cl.